Predict the reaction yield, written as a fraction of the theoretical maximum amount of product (1.0 means a 100% yield; for example, 0.34 means a 34% yield). From a dataset of Reaction yield outcomes from USPTO patents with 853,638 reactions. (1) The reactants are CC(OC(/N=N/C(OC(C)C)=O)=O)C.[NH2:15][C:16]1[C:25]([N+:26]([O-:28])=[O:27])=[C:24]2[C:19]([C:20]([CH3:32])([CH3:31])[C:21](=[O:30])[NH:22][C:23]2=[O:29])=[CH:18][CH:17]=1.O[CH2:34][CH2:35][CH2:36][N:37]([CH2:45][CH2:46][C:47]1[CH:52]=[CH:51][C:50]([O:53][CH3:54])=[C:49]([O:55][CH3:56])[CH:48]=1)[C:38](=[O:44])[O:39][C:40]([CH3:43])([CH3:42])[CH3:41].C1C=CC(P(C2C=CC=CC=2)C2C=CC=CC=2)=CC=1. The catalyst is C1COCC1. The product is [NH2:15][C:16]1[C:25]([N+:26]([O-:28])=[O:27])=[C:24]2[C:19]([C:20]([CH3:32])([CH3:31])[C:21](=[O:30])[N:22]([CH2:34][CH2:35][CH2:36][N:37]([CH2:45][CH2:46][C:47]3[CH:52]=[CH:51][C:50]([O:53][CH3:54])=[C:49]([O:55][CH3:56])[CH:48]=3)[C:38](=[O:44])[O:39][C:40]([CH3:42])([CH3:43])[CH3:41])[C:23]2=[O:29])=[CH:18][CH:17]=1. The yield is 0.920. (2) The yield is 0.303. The product is [CH3:20][O:19][C:5]1[CH:4]=[C:3]([CH2:1][NH:26][CH2:21][CH2:22][CH:23]([CH3:25])[CH3:24])[CH:18]=[CH:17][C:6]=1[O:7][C:8]1[CH:16]=[CH:15][C:11]([C:12]([NH2:14])=[O:13])=[CH:10][N:9]=1. The reactants are [CH:1]([C:3]1[CH:18]=[CH:17][C:6]([O:7][C:8]2[CH:16]=[CH:15][C:11]([C:12]([NH2:14])=[O:13])=[CH:10][N:9]=2)=[C:5]([O:19][CH3:20])[CH:4]=1)=O.[CH2:21]([NH2:26])[CH2:22][CH:23]([CH3:25])[CH3:24]. No catalyst specified. (3) The reactants are [C:1]1([CH2:7][N:8]2[CH2:13][CH2:12][N:11]([CH2:14][C:15]3[CH:20]=[CH:19][CH:18]=[CH:17][CH:16]=3)[CH2:10][CH:9]2[C:21](OCC2C=CC=CC=2)=[O:22])[CH:6]=[CH:5][CH:4]=[CH:3][CH:2]=1.[H-].[H-].[H-].[H-].[Li+].[Al+3]. The catalyst is C1COCC1. The product is [C:1]1([CH2:7][N:8]2[CH2:13][CH2:12][N:11]([CH2:14][C:15]3[CH:20]=[CH:19][CH:18]=[CH:17][CH:16]=3)[CH2:10][CH:9]2[CH2:21][OH:22])[CH:2]=[CH:3][CH:4]=[CH:5][CH:6]=1. The yield is 0.740. (4) The reactants are [C:1]([C:5]1[N:6]=[C:7]2[CH:12]=[C:11]([NH:13][CH3:14])[CH:10]=[CH:9][N:8]2[C:15]=1[CH2:16][CH:17]1[CH2:22][CH2:21][CH2:20][CH2:19][CH2:18]1)([CH3:4])([CH3:3])[CH3:2].[C:23](Cl)(=[O:28])[CH2:24][CH:25]([CH3:27])[CH3:26].C(N(CC)CC)C. The catalyst is ClCCl. The product is [C:1]([C:5]1[N:6]=[C:7]2[CH:12]=[C:11]([N:13]([CH3:14])[C:23](=[O:28])[CH2:24][CH:25]([CH3:27])[CH3:26])[CH:10]=[CH:9][N:8]2[C:15]=1[CH2:16][CH:17]1[CH2:18][CH2:19][CH2:20][CH2:21][CH2:22]1)([CH3:4])([CH3:2])[CH3:3]. The yield is 0.670. (5) The reactants are [SH:1][C:2]1[S:3][C:4]2[CH:10]=[CH:9][CH:8]=[CH:7][C:5]=2[N:6]=1.[C:11]([O:16][CH2:17][CH2:18]Cl)(=[O:15])[C:12]([CH3:14])=[CH2:13].C([O-])(O)=O.[Na+].[OH-].[Na+]. The catalyst is CN(C=O)C. The product is [C:11]([O:16][CH2:17][CH2:18][S:1][C:2]1[S:3][C:4]2[CH:10]=[CH:9][CH:8]=[CH:7][C:5]=2[N:6]=1)(=[O:15])[C:12]([CH3:14])=[CH2:13]. The yield is 0.900. (6) The catalyst is CN(C1C=CN=CC=1)C.C1COCC1. The yield is 0.780. The product is [C:16]([O:15][C:13]([N:9]1[C:10]2[C:6](=[CH:5][C:4]([N+:1]([O-:3])=[O:2])=[CH:12][CH:11]=2)[CH:7]=[CH:8]1)=[O:14])([CH3:19])([CH3:18])[CH3:17]. The reactants are [N+:1]([C:4]1[CH:5]=[C:6]2[C:10](=[CH:11][CH:12]=1)[NH:9][CH:8]=[CH:7]2)([O-:3])=[O:2].[C:13](O[C:13]([O:15][C:16]([CH3:19])([CH3:18])[CH3:17])=[O:14])([O:15][C:16]([CH3:19])([CH3:18])[CH3:17])=[O:14]. (7) The reactants are [NH2:1][C:2]1[C:3]2[N:4]([C:8]([C@@H:30]([NH:32][CH3:33])[CH3:31])=[N:9][C:10]=2[C:11]2[CH:29]=[CH:28][C:14]([C:15]([NH:17][C:18]3[CH:23]=[C:22]([C:24]([F:27])([F:26])[F:25])[CH:21]=[CH:20][N:19]=3)=[O:16])=[CH:13][CH:12]=2)[CH:5]=[CH:6][N:7]=1.[C:34]([OH:39])(=O)[C:35]#[C:36][CH3:37]. No catalyst specified. The product is [NH2:1][C:2]1[C:3]2[N:4]([C:8]([C@@H:30]([N:32]([CH3:33])[C:34](=[O:39])[C:35]#[C:36][CH3:37])[CH3:31])=[N:9][C:10]=2[C:11]2[CH:29]=[CH:28][C:14]([C:15]([NH:17][C:18]3[CH:23]=[C:22]([C:24]([F:26])([F:27])[F:25])[CH:21]=[CH:20][N:19]=3)=[O:16])=[CH:13][CH:12]=2)[CH:5]=[CH:6][N:7]=1. The yield is 0.334. (8) The reactants are [Br:1][C:2]1[CH:3]=[C:4]2[C:10](I)=[CH:9][N:8]([Si:12]([CH:19]([CH3:21])[CH3:20])([CH:16]([CH3:18])[CH3:17])[CH:13]([CH3:15])[CH3:14])[C:5]2=[N:6][CH:7]=1.[CH3:22][O:23][C:24]1[CH:29]=[CH:28][CH:27]=[CH:26][C:25]=1B(O)O.ClCCl.O. The catalyst is C(#N)C.C1(C)C=CC=CC=1.C(=O)(O)[O-].[Na+]. The product is [Br:1][C:2]1[CH:3]=[C:4]2[C:10]([C:25]3[CH:26]=[CH:27][CH:28]=[CH:29][C:24]=3[O:23][CH3:22])=[CH:9][N:8]([Si:12]([CH:19]([CH3:21])[CH3:20])([CH:16]([CH3:18])[CH3:17])[CH:13]([CH3:15])[CH3:14])[C:5]2=[N:6][CH:7]=1. The yield is 0.730. (9) The reactants are [CH:1]([C:3]1[CH:8]=[CH:7][CH:6]=[CH:5][C:4]=1[C:9]1[C:10]2[C:15]([C:16]3[CH:17]=[CH:18][CH:19]=[CH:20][C:21]=3[CH:22]=1)=CC=CC=2)=O.C(=O)([O-])[O-].[K+].[K+]. The catalyst is CS(O)(=O)=O.ClCCl. The product is [CH:10]1[C:5]2[C:4]3[C:5]([C:4]4[C:19]([C:18]=2[CH:17]=[CH:16][CH:15]=1)=[CH:20][CH:21]=[CH:22][CH:9]=4)=[CH:6][CH:7]=[C:8]1[C:3]=3[CH:8]=[CH:7][CH:1]=[CH:3]1. The yield is 0.250.